Dataset: Full USPTO retrosynthesis dataset with 1.9M reactions from patents (1976-2016). Task: Predict the reactants needed to synthesize the given product. (1) Given the product [CH3:1][C:2]1[CH:30]=[CH:29][C:5]2[NH:6][C:7]3[CH:28]=[CH:27][CH:26]=[CH:25][C:8]=3[N:9]=[C:10]([N:11]3[CH2:16][CH2:15][N:14]([CH3:33])[C@@H:13]([CH2:17][CH2:18][C:19]4[CH:24]=[CH:23][CH:22]=[CH:21][CH:20]=4)[CH2:12]3)[C:4]=2[CH:3]=1, predict the reactants needed to synthesize it. The reactants are: [CH3:1][C:2]1[CH:30]=[CH:29][C:5]2[NH:6][C:7]3[CH:28]=[CH:27][CH:26]=[CH:25][C:8]=3[N:9]=[C:10]([N:11]3[CH2:16][CH2:15][NH:14][C@@H:13]([CH2:17][CH2:18][C:19]4[CH:24]=[CH:23][CH:22]=[CH:21][CH:20]=4)[CH2:12]3)[C:4]=2[CH:3]=1.C=O.[C:33](O[BH-](OC(=O)C)OC(=O)C)(=O)C.[Na+]. (2) Given the product [ClH:34].[C:1]([C:4]1[CH:5]=[C:6]([C:10]2[N:11]=[CH:12][N:13]([C:15]([N:17]([CH:19]3[CH2:20][CH2:21][N:22]([CH2:25][C:26]4[CH:27]=[CH:28][C:29]([O:32][CH3:33])=[CH:30][CH:31]=4)[CH2:23][CH2:24]3)[CH3:18])=[O:16])[CH:14]=2)[CH:7]=[CH:8][CH:9]=1)(=[O:3])[NH2:2], predict the reactants needed to synthesize it. The reactants are: [C:1]([C:4]1[CH:5]=[C:6]([C:10]2[N:11]=[CH:12][N:13]([C:15]([N:17]([CH:19]3[CH2:24][CH2:23][N:22]([CH2:25][C:26]4[CH:31]=[CH:30][C:29]([O:32][CH3:33])=[CH:28][CH:27]=4)[CH2:21][CH2:20]3)[CH3:18])=[O:16])[CH:14]=2)[CH:7]=[CH:8][CH:9]=1)(=[O:3])[NH2:2].[ClH:34].C(OCC)C. (3) Given the product [CH3:16][N:17]1[CH:21]=[CH:20][N:19]=[C:18]1[CH:22]([C:11]1[CH:12]=[CH:13][C:8]([O:7][CH:2]2[CH2:3][CH2:4][CH2:5][CH2:6][O:1]2)=[CH:9][CH:10]=1)[OH:23], predict the reactants needed to synthesize it. The reactants are: [O:1]1[CH2:6][CH2:5][CH2:4][CH2:3][CH:2]1[O:7][C:8]1[CH:13]=[CH:12][C:11]([Mg]Br)=[CH:10][CH:9]=1.[CH3:16][N:17]1[CH:21]=[CH:20][N:19]=[C:18]1[CH:22]=[O:23]. (4) The reactants are: [NH2:1][C:2]1[C:3]2[C:10]([C:11]3[CH:16]=[CH:15][CH:14]=[C:13]([O:17][CH2:18][CH:19]4[CH2:24][CH2:23][CH2:22][CH2:21][O:20]4)[CH:12]=3)=[CH:9][N:8]([C@@H:25]3[CH2:28][C@H:27]([CH:29]=O)[CH2:26]3)[C:4]=2[N:5]=[CH:6][N:7]=1.[CH3:31][C:32]1([CH3:41])[CH2:37][NH:36][C@H:35]([C:38]([NH2:40])=[O:39])[CH2:34][O:33]1. Given the product [NH2:1][C:2]1[C:3]2[C:10]([C:11]3[CH:16]=[CH:15][CH:14]=[C:13]([O:17][CH2:18][CH:19]4[CH2:24][CH2:23][CH2:22][CH2:21][O:20]4)[CH:12]=3)=[CH:9][N:8]([CH:25]3[CH2:28][CH:27]([CH2:29][N:36]4[CH2:37][C:32]([CH3:41])([CH3:31])[O:33][CH2:34][C@H:35]4[C:38]([NH2:40])=[O:39])[CH2:26]3)[C:4]=2[N:5]=[CH:6][N:7]=1, predict the reactants needed to synthesize it. (5) Given the product [Cl:29][C:30]1[C:35]([Cl:36])=[CH:34][CH:33]=[CH:32][C:31]=1[NH:37][C:38]([NH:21][C:20]1[N:16]([C:12]2[CH:13]=[CH:14][CH:15]=[C:10]([CH2:9][OH:8])[CH:11]=2)[N:17]=[C:18]([C:22]2[CH:27]=[CH:26][CH:25]=[CH:24][C:23]=2[F:28])[CH:19]=1)=[O:39], predict the reactants needed to synthesize it. The reactants are: [Si]([O:8][CH2:9][C:10]1[CH:11]=[C:12]([N:16]2[C:20]([NH2:21])=[CH:19][C:18]([C:22]3[CH:27]=[CH:26][CH:25]=[CH:24][C:23]=3[F:28])=[N:17]2)[CH:13]=[CH:14][CH:15]=1)(C(C)(C)C)(C)C.[Cl:29][C:30]1[C:35]([Cl:36])=[CH:34][CH:33]=[CH:32][C:31]=1[N:37]=[C:38]=[O:39]. (6) Given the product [C:1]([O:5][C:6]([N:8]1[CH2:9][CH2:10][N:11]([CH:14]([C:22]([OH:24])=[O:23])[C:15]2[CH:20]=[CH:19][CH:18]=[CH:17][C:16]=2[CH3:21])[CH2:12][CH2:13]1)=[O:7])([CH3:4])([CH3:2])[CH3:3], predict the reactants needed to synthesize it. The reactants are: [C:1]([O:5][C:6]([N:8]1[CH2:13][CH2:12][N:11]([CH:14]([C:22]([O:24]CC)=[O:23])[C:15]2[CH:20]=[CH:19][CH:18]=[CH:17][C:16]=2[CH3:21])[CH2:10][CH2:9]1)=[O:7])([CH3:4])([CH3:3])[CH3:2].[OH-].[Na+].